Dataset: Reaction yield outcomes from USPTO patents with 853,638 reactions. Task: Predict the reaction yield, written as a fraction of the theoretical maximum amount of product (1.0 means a 100% yield; for example, 0.34 means a 34% yield). (1) The reactants are [F:1][C:2]1[CH:7]=[C:6]([I:8])[CH:5]=[CH:4][C:3]=1[NH:9][C:10]1[N:15]2[CH:16]=[N:17][CH:18]=[C:14]2[CH:13]=[CH:12][C:11]=1[C:19]([OH:21])=O.[CH:22]([O:24][CH2:25][CH2:26][O:27][NH2:28])=[CH2:23].CCN=C=NCCCN(C)C.Cl.C1C=CC2N(O)N=NC=2C=1.CCN(C(C)C)C(C)C. The catalyst is CN(C=O)C. The product is [CH:22]([O:24][CH2:25][CH2:26][O:27][NH:28][C:19]([C:11]1[CH:12]=[CH:13][C:14]2[N:15]([CH:16]=[N:17][CH:18]=2)[C:10]=1[NH:9][C:3]1[CH:4]=[CH:5][C:6]([I:8])=[CH:7][C:2]=1[F:1])=[O:21])=[CH2:23]. The yield is 0.600. (2) The reactants are [CH2:1]([CH:3]([CH2:17][CH3:18])[CH2:4][NH:5][C:6]1[N:16]=[CH:15][CH:14]=[CH:13][C:7]=1[C:8]([O:10][CH2:11]C)=[O:9])[CH3:2].[O:19]=C(Cl)OC(Cl)(Cl)Cl. The catalyst is ClCCCl.O1CCOCC1. The product is [CH2:1]([CH:3]([CH2:17][CH3:18])[CH2:4][N:5]1[C:6]2[N:16]=[CH:15][CH:14]=[CH:13][C:7]=2[C:8](=[O:9])[O:10][C:11]1=[O:19])[CH3:2]. The yield is 0.360. (3) The yield is 0.680. The catalyst is CC(O)C. The reactants are Cl.Cl[C:3]1[N:8]=[C:7]([NH:9][CH:10]2[CH2:15][C:14]([CH3:17])([CH3:16])[NH:13][C:12]([CH3:19])([CH3:18])[CH2:11]2)[C:6]([F:20])=[CH:5][N:4]=1.[CH:21]1([C:24]2[C:29]([N:30]3[C:34]([CH:35]4[CH2:37][CH2:36]4)=[N:33][N:32]=[N:31]3)=[CH:28][C:27]([NH2:38])=[C:26]([F:39])[CH:25]=2)[CH2:23][CH2:22]1. The product is [CH:21]1([C:24]2[C:29]([N:30]3[C:34]([CH:35]4[CH2:37][CH2:36]4)=[N:33][N:32]=[N:31]3)=[CH:28][C:27]([NH:38][C:3]3[N:8]=[C:7]([NH:9][CH:10]4[CH2:15][C:14]([CH3:17])([CH3:16])[NH:13][C:12]([CH3:19])([CH3:18])[CH2:11]4)[C:6]([F:20])=[CH:5][N:4]=3)=[C:26]([F:39])[CH:25]=2)[CH2:23][CH2:22]1. (4) The reactants are [F:1][C:2]1[CH:3]=[C:4]([CH:13]([CH3:17])[C:14]([OH:16])=O)[CH:5]=[CH:6][C:7]=1[CH2:8][O:9][CH2:10][CH2:11][OH:12].CCN(C(C)C)C(C)C.CN(C(ON1N=NC2C=CC=CC1=2)=[N+](C)C)C.[B-](F)(F)(F)F.C1C=CC2N(O)N=NC=2C=1.[C:59]([C:63]1[CH:67]=[C:66]([CH2:68][NH2:69])[N:65]([C:70]2[CH:75]=[CH:74][CH:73]=[C:72]([Cl:76])[CH:71]=2)[N:64]=1)([CH3:62])([CH3:61])[CH3:60]. The catalyst is C1COCC1.CN(C=O)C. The product is [C:59]([C:63]1[CH:67]=[C:66]([CH2:68][NH:69][C:14](=[O:16])[CH:13]([C:4]2[CH:5]=[CH:6][C:7]([CH2:8][O:9][CH2:10][CH2:11][OH:12])=[C:2]([F:1])[CH:3]=2)[CH3:17])[N:65]([C:70]2[CH:75]=[CH:74][CH:73]=[C:72]([Cl:76])[CH:71]=2)[N:64]=1)([CH3:62])([CH3:60])[CH3:61]. The yield is 0.870. (5) The reactants are [OH:1][C:2]1[C:7]([CH3:8])=[C:6]([O:9][CH2:10][O:11][CH3:12])[CH:5]=[CH:4][C:3]=1[C:13](=[O:16])[CH2:14][CH3:15].[C:17](=[S:19])=S.CC(C)([O-])C.[K+].Cl. The catalyst is O1CCCC1.O. The product is [OH:16][C:13]1[C:3]2[C:2](=[C:7]([CH3:8])[C:6]([O:9][CH2:10][O:11][CH3:12])=[CH:5][CH:4]=2)[O:1][C:17](=[S:19])[C:14]=1[CH3:15]. The yield is 0.800. (6) The yield is 0.730. No catalyst specified. The product is [CH2:1]([C:3]1[CH:8]=[CH:7][C:6]([CH2:9][CH2:10][CH:11]([CH2:17][CH2:18][CH2:19][CH2:20][C:21]2[CH:26]=[CH:25][CH:24]=[CH:23][CH:22]=2)[C:12]([O:14][CH3:15])=[O:13])=[CH:5][CH:4]=1)[CH3:2]. The reactants are [CH2:1]([C:3]1[CH:8]=[CH:7][C:6]([CH2:9][CH2:10][CH2:11][C:12]([O:14][CH3:15])=[O:13])=[CH:5][CH:4]=1)[CH3:2].I[CH2:17][CH2:18][CH2:19][CH2:20][C:21]1[CH:26]=[CH:25][CH:24]=[CH:23][CH:22]=1.